From a dataset of Reaction yield outcomes from USPTO patents with 853,638 reactions. Predict the reaction yield, written as a fraction of the theoretical maximum amount of product (1.0 means a 100% yield; for example, 0.34 means a 34% yield). The reactants are C1(C)C=CC=CC=1.[CH3:8][Si:9]([CH3:17])([CH3:16])[C:10]#[C:11][C:12](=[O:15])[CH:13]=[CH2:14].CO.Cl. The catalyst is C1COCC1.C(OCC)C. The product is [CH3:8][Si:9]([CH3:17])([CH3:16])[C:10]#[C:11][C@H:12]([OH:15])[CH:13]=[CH2:14]. The yield is 1.00.